From a dataset of TCR-epitope binding with 47,182 pairs between 192 epitopes and 23,139 TCRs. Binary Classification. Given a T-cell receptor sequence (or CDR3 region) and an epitope sequence, predict whether binding occurs between them. (1) The epitope is TEILPVSMTK. The TCR CDR3 sequence is CASSFGGLDEQFF. Result: 0 (the TCR does not bind to the epitope). (2) The epitope is IPIQASLPF. The TCR CDR3 sequence is CASSWDFYEQYF. Result: 1 (the TCR binds to the epitope). (3) The epitope is YSEHPTFTSQY. The TCR CDR3 sequence is CSVTGTSYEQYF. Result: 1 (the TCR binds to the epitope).